Predict which catalyst facilitates the given reaction. From a dataset of Catalyst prediction with 721,799 reactions and 888 catalyst types from USPTO. (1) Reactant: [CH3:1][O:2][C:3]([CH:5]1[CH2:13][C:12]2[C:7](=[CH:8][CH:9]=[CH:10][C:11]=2[S:14](Cl)(=[O:16])=[O:15])[CH2:6]1)=[O:4].C(=O)([O-])[O-].[K+].[K+].[CH2:24]([C:26]1[CH:27]=[N:28][C:29]([N:32]([CH2:36][C:37]2[CH:42]=[CH:41][C:40]([O:43][C:44]([F:47])([F:46])[F:45])=[CH:39][CH:38]=2)[CH2:33][CH2:34][NH2:35])=[N:30][CH:31]=1)[CH3:25]. Product: [CH3:1][O:2][C:3]([CH:5]1[CH2:13][C:12]2[C:7](=[CH:8][CH:9]=[CH:10][C:11]=2[S:14](=[O:16])(=[O:15])[NH:35][CH2:34][CH2:33][N:32]([C:29]2[N:28]=[CH:27][C:26]([CH2:24][CH3:25])=[CH:31][N:30]=2)[CH2:36][C:37]2[CH:42]=[CH:41][C:40]([O:43][C:44]([F:45])([F:47])[F:46])=[CH:39][CH:38]=2)[CH2:6]1)=[O:4]. The catalyst class is: 10. (2) Reactant: [S:1]([Cl:5])(Cl)(=[O:3])=[O:2].[CH2:6](SC#N)[CH2:7][CH2:8][CH2:9][CH2:10][CH2:11][CH2:12][CH3:13].C(O)(=O)C. Product: [CH2:6]([S:1]([Cl:5])(=[O:3])=[O:2])[CH2:7][CH2:8][CH2:9][CH2:10][CH2:11][CH2:12][CH3:13]. The catalyst class is: 6. (3) Reactant: C([O:5][C:6](=[O:25])[CH:7]([N:9]1[C:17](=[O:18])[C:16]2[C:11](=[CH:12][CH:13]=[CH:14][C:15]=2[C:19]([F:22])([F:21])[F:20])[CH:10]1[C:23]#[N:24])[CH3:8])(C)(C)C.[H][H].[ClH:28]. Product: [ClH:28].[NH2:24][CH2:23][CH:10]1[C:11]2[C:16](=[C:15]([C:19]([F:21])([F:20])[F:22])[CH:14]=[CH:13][CH:12]=2)[C:17](=[O:18])[N:9]1[CH:7]([CH3:8])[C:6]([OH:25])=[O:5]. The catalyst class is: 43. (4) Reactant: [CH2:1]([O:3][C:4](=[O:30])[CH:5]([O:7][P:8]([CH2:17][CH2:18][NH:19]C(OCC1C=CC=CC=1)=O)([O:10][C:11]1[CH:16]=[CH:15][CH:14]=[CH:13][CH:12]=1)=[O:9])[CH3:6])[CH3:2].C(O)(=O)C. Product: [C:4]([OH:30])(=[O:3])[CH3:5].[CH2:1]([O:3][C:4](=[O:30])[CH:5]([O:7][P:8]([CH2:17][CH2:18][NH2:19])([O:10][C:11]1[CH:16]=[CH:15][CH:14]=[CH:13][CH:12]=1)=[O:9])[CH3:6])[CH3:2]. The catalyst class is: 29. (5) Reactant: C([Li])CCC.[CH3:6][N:7]1[CH:11]=[CH:10][CH:9]=[N:8]1.[CH:12](=[O:19])[C:13]1[CH:18]=[CH:17][CH:16]=[CH:15][CH:14]=1.[Cl-].[NH4+]. Product: [CH3:6][N:7]1[C:11]([CH:12]([C:13]2[CH:18]=[CH:17][CH:16]=[CH:15][CH:14]=2)[OH:19])=[CH:10][CH:9]=[N:8]1. The catalyst class is: 54.